This data is from Full USPTO retrosynthesis dataset with 1.9M reactions from patents (1976-2016). The task is: Predict the reactants needed to synthesize the given product. Given the product [Cl:1][C:2]1[CH:3]=[C:4]([NH:10][C:11](=[O:30])[C:12]([OH:29])([CH:23]2[CH2:28][CH2:27][CH2:26][CH2:25][CH2:24]2)[CH:13]([OH:16])[C:14]#[CH:15])[CH:5]=[CH:6][C:7]=1[C:8]#[N:9], predict the reactants needed to synthesize it. The reactants are: [Cl:1][C:2]1[CH:3]=[C:4]([NH:10][C:11](=[O:30])[C:12]([OH:29])([CH:23]2[CH2:28][CH2:27][CH2:26][CH2:25][CH2:24]2)[CH:13]([O:16]C2CCCCO2)[C:14]#[CH:15])[CH:5]=[CH:6][C:7]=1[C:8]#[N:9].Cl.C(=O)([O-])O.[Na+].